From a dataset of Full USPTO retrosynthesis dataset with 1.9M reactions from patents (1976-2016). Predict the reactants needed to synthesize the given product. (1) Given the product [O:1]=[CH:2][C@@H:3]([C@H:5]([C@@H:7]([CH2:9][OH:10])[OH:8])[OH:6])[OH:4], predict the reactants needed to synthesize it. The reactants are: [O:1]=[CH:2][C@@H:3]([C@H:5]([C@@H:7]([CH2:9][OH:10])[OH:8])[OH:6])[OH:4].OC[C:2]([C@H:3]([C@@H:5]([C@@H:7]([CH2:9][OH:10])[OH:8])[OH:6])[OH:4])=[O:1].C(CCN)CCCN.C(CCN)CCCN. (2) Given the product [NH2:28][C:25]1[CH:24]=[CH:23][C:22]([O:21][CH2:20][C:19]([O:18][CH2:17][CH2:16][O:15][CH2:14][CH2:13][O:12][C:10](=[O:11])[CH2:9][O:8][C:7]2[CH:6]=[CH:5][C:4]([NH2:1])=[CH:33][CH:32]=2)=[O:31])=[CH:27][CH:26]=1, predict the reactants needed to synthesize it. The reactants are: [N+:1]([C:4]1[CH:33]=[CH:32][C:7]([O:8][CH2:9][C:10]([O:12][CH2:13][CH2:14][O:15][CH2:16][CH2:17][O:18][C:19](=[O:31])[CH2:20][O:21][C:22]2[CH:27]=[CH:26][C:25]([N+:28]([O-])=O)=[CH:24][CH:23]=2)=[O:11])=[CH:6][CH:5]=1)([O-])=O. (3) The reactants are: [Br:1][C:2]1[CH:10]=[C:6]([C:7]([OH:9])=O)[C:5]([OH:11])=[CH:4][CH:3]=1.[Cl:12][C:13]1[CH:14]=[C:15]([CH:17]=[C:18]([Cl:20])[CH:19]=1)[NH2:16]. Given the product [Br:1][C:2]1[CH:3]=[CH:4][C:5]([OH:11])=[C:6]([CH:10]=1)[C:7]([NH:16][C:15]1[CH:14]=[C:13]([Cl:12])[CH:19]=[C:18]([Cl:20])[CH:17]=1)=[O:9], predict the reactants needed to synthesize it. (4) Given the product [CH3:30][C:25]1[CH:24]=[C:23]([CH:28]=[CH:27][C:26]=1[OH:29])[NH:22][C:2]1[C:11]2[C:6](=[CH:7][C:8]([O:20][CH3:21])=[CH:9][C:10]=2[O:12][CH:13]2[CH2:18][CH2:17][N:16]([CH3:19])[CH2:15][CH2:14]2)[N:5]=[CH:4][N:3]=1, predict the reactants needed to synthesize it. The reactants are: Cl[C:2]1[C:11]2[C:6](=[CH:7][C:8]([O:20][CH3:21])=[CH:9][C:10]=2[O:12][CH:13]2[CH2:18][CH2:17][N:16]([CH3:19])[CH2:15][CH2:14]2)[N:5]=[CH:4][N:3]=1.[NH2:22][C:23]1[CH:24]=[C:25]([CH3:30])[C:26]([OH:29])=[CH:27][CH:28]=1. (5) Given the product [ClH:20].[CH3:19][C:9]([C:11]([O:13][CH:14]1[CH2:15][CH2:16][CH2:17][CH2:18]1)=[O:12])([CH3:10])[NH2:8], predict the reactants needed to synthesize it. The reactants are: C(OC([NH:8][C:9]([CH3:19])([C:11]([O:13][CH:14]1[CH2:18][CH2:17][CH2:16][CH2:15]1)=[O:12])[CH3:10])=O)(C)(C)C.[ClH:20].